This data is from Forward reaction prediction with 1.9M reactions from USPTO patents (1976-2016). The task is: Predict the product of the given reaction. (1) Given the reactants [CH2:1]([NH:4][C:5]([C:7]1[C:15]2[CH2:14][CH2:13]S[CH2:11][C:10]=2[S:9][C:8]=1[NH:16][C:17]([CH:19]1[C:21]([CH3:23])([CH3:22])[C:20]1([CH3:25])[CH3:24])=[O:18])=[O:6])[CH2:2][CH3:3].O[O:27][S:28]([O-:30])=O.[K+], predict the reaction product. The product is: [CH2:1]([NH:4][C:5]([C:7]1[C:15]2[CH2:14][CH2:13][S:28](=[O:30])(=[O:27])[CH2:11][C:10]=2[S:9][C:8]=1[NH:16][C:17]([CH:19]1[C:20]([CH3:25])([CH3:24])[C:21]1([CH3:23])[CH3:22])=[O:18])=[O:6])[CH2:2][CH3:3]. (2) The product is: [C:30]([C@@H:29]([O:34][CH3:35])[CH2:28][C:25]1[CH:26]=[CH:27][C:22]([O:21][CH2:20][CH2:19][CH2:18][O:17][C:14]2[CH:13]=[CH:12][C:11]([C:8]3[CH:9]=[CH:10][C:5]([C:3]([OH:4])=[O:2])=[CH:6][CH:7]=3)=[CH:16][CH:15]=2)=[C:23]([O:36][CH3:37])[CH:24]=1)([OH:32])=[O:31]. Given the reactants C[O:2][C:3]([C:5]1[CH:10]=[CH:9][C:8]([C:11]2[CH:16]=[CH:15][C:14]([O:17][CH2:18][CH2:19][CH2:20][O:21][C:22]3[CH:27]=[CH:26][C:25]([CH2:28][C@H:29]([O:34][CH3:35])[C:30]([O:32]C)=[O:31])=[CH:24][C:23]=3[O:36][CH3:37])=[CH:13][CH:12]=2)=[CH:7][CH:6]=1)=[O:4].[OH-].[Na+], predict the reaction product.